Dataset: Catalyst prediction with 721,799 reactions and 888 catalyst types from USPTO. Task: Predict which catalyst facilitates the given reaction. (1) Reactant: [F:1][C:2]1[CH:7]=[C:6]([O:8][CH2:9][CH:10]2[CH2:15][CH2:14][N:13](C(OC(C)(C)C)=O)[CH2:12][CH2:11]2)[CH:5]=[CH:4][C:3]=1[C:23]1[CH:28]=[CH:27][C:26]([OH:29])=[CH:25][CH:24]=1.[ClH:30]. Product: [ClH:30].[F:1][C:2]1[CH:7]=[C:6]([O:8][CH2:9][CH:10]2[CH2:15][CH2:14][NH:13][CH2:12][CH2:11]2)[CH:5]=[CH:4][C:3]=1[C:23]1[CH:24]=[CH:25][C:26]([OH:29])=[CH:27][CH:28]=1. The catalyst class is: 2. (2) Reactant: [O:1]=[C:2]1[CH:6]([N:7]2[C:13](=[O:14])[CH2:12][CH2:11][N:10]([C:15]3[CH:20]=[CH:19][CH:18]=[C:17]([C:21]([F:24])([F:23])[F:22])[CH:16]=3)[CH2:9][CH2:8]2)[CH2:5][CH2:4][O:3]1.[CH3:25][NH:26][CH3:27]. Product: [OH:3][CH2:4][CH2:5][CH:6]([N:7]1[C:13](=[O:14])[CH2:12][CH2:11][N:10]([C:15]2[CH:20]=[CH:19][CH:18]=[C:17]([C:21]([F:23])([F:22])[F:24])[CH:16]=2)[CH2:9][CH2:8]1)[C:2]([N:26]([CH3:27])[CH3:25])=[O:1]. The catalyst class is: 14.